From a dataset of NCI-60 drug combinations with 297,098 pairs across 59 cell lines. Regression. Given two drug SMILES strings and cell line genomic features, predict the synergy score measuring deviation from expected non-interaction effect. (1) Drug 1: C1=NC2=C(N=C(N=C2N1C3C(C(C(O3)CO)O)F)Cl)N. Drug 2: CC1=C(N=C(N=C1N)C(CC(=O)N)NCC(C(=O)N)N)C(=O)NC(C(C2=CN=CN2)OC3C(C(C(C(O3)CO)O)O)OC4C(C(C(C(O4)CO)O)OC(=O)N)O)C(=O)NC(C)C(C(C)C(=O)NC(C(C)O)C(=O)NCCC5=NC(=CS5)C6=NC(=CS6)C(=O)NCCC[S+](C)C)O. Cell line: SNB-75. Synergy scores: CSS=15.3, Synergy_ZIP=-3.96, Synergy_Bliss=1.25, Synergy_Loewe=-0.389, Synergy_HSA=1.32. (2) Drug 1: CC1C(C(CC(O1)OC2CC(OC(C2O)C)OC3=CC4=CC5=C(C(=O)C(C(C5)C(C(=O)C(C(C)O)O)OC)OC6CC(C(C(O6)C)O)OC7CC(C(C(O7)C)O)OC8CC(C(C(O8)C)O)(C)O)C(=C4C(=C3C)O)O)O)O. Synergy scores: CSS=25.3, Synergy_ZIP=-1.08, Synergy_Bliss=-1.59, Synergy_Loewe=-9.02, Synergy_HSA=-0.605. Drug 2: CC1CCC2CC(C(=CC=CC=CC(CC(C(=O)C(C(C(=CC(C(=O)CC(OC(=O)C3CCCCN3C(=O)C(=O)C1(O2)O)C(C)CC4CCC(C(C4)OC)O)C)C)O)OC)C)C)C)OC. Cell line: HL-60(TB). (3) Drug 1: C1CCC(C1)C(CC#N)N2C=C(C=N2)C3=C4C=CNC4=NC=N3. Drug 2: CCCCCOC(=O)NC1=NC(=O)N(C=C1F)C2C(C(C(O2)C)O)O. Cell line: HOP-92. Synergy scores: CSS=4.12, Synergy_ZIP=-3.09, Synergy_Bliss=-3.40, Synergy_Loewe=-2.27, Synergy_HSA=-2.86. (4) Drug 1: CC12CCC(CC1=CCC3C2CCC4(C3CC=C4C5=CN=CC=C5)C)O. Drug 2: C1CN1P(=S)(N2CC2)N3CC3. Cell line: SR. Synergy scores: CSS=63.0, Synergy_ZIP=-2.75, Synergy_Bliss=-9.06, Synergy_Loewe=-12.5, Synergy_HSA=-5.53.